From a dataset of Forward reaction prediction with 1.9M reactions from USPTO patents (1976-2016). Predict the product of the given reaction. (1) Given the reactants [F:1][CH:2]([F:14])[C:3]1[NH:8][C:7](=[O:9])[C:6]([C:10]([O:12][CH3:13])=[O:11])=[CH:5][CH:4]=1.[Br:15]N1C(=O)CCC1=O.O, predict the reaction product. The product is: [Br:15][C:4]1[CH:5]=[C:6]([C:10]([O:12][CH3:13])=[O:11])[C:7](=[O:9])[NH:8][C:3]=1[CH:2]([F:1])[F:14]. (2) The product is: [CH3:1][O:2][C:3](=[O:10])[CH2:4][CH:5]([NH:17][C:12]1[CH:13]=[CH:14][CH:15]=[CH:16][C:11]=1[NH2:18])[CH2:6][O:7][CH3:8]. Given the reactants [CH3:1][O:2][C:3](=[O:10])[CH2:4][C:5](=O)[CH2:6][O:7][CH3:8].[C:11]1([NH2:18])[C:12]([NH2:17])=[CH:13][CH:14]=[CH:15][CH:16]=1.CC(O)=O.C([O-])(O)=O.[Na+], predict the reaction product. (3) Given the reactants [I:1][C:2]1[CH:6]=[CH:5][NH:4][N:3]=1.[H-].[Na+].[C:9]([O:15][CH2:16]Cl)(=[O:14])[C:10]([CH3:13])([CH3:12])[CH3:11], predict the reaction product. The product is: [C:9]([O:15][CH2:16][N:4]1[CH:5]=[CH:6][C:2]([I:1])=[N:3]1)(=[O:14])[C:10]([CH3:13])([CH3:12])[CH3:11]. (4) Given the reactants [N+:1]([C:4]1[C:13]2[C:8](=[CH:9][CH:10]=[CH:11][CH:12]=2)[C:7]([S:14][CH2:15][C:16]([OH:18])=[O:17])=[CH:6][CH:5]=1)([O-])=O, predict the reaction product. The product is: [NH2:1][C:4]1[C:13]2[C:8](=[CH:9][CH:10]=[CH:11][CH:12]=2)[C:7]([S:14][CH2:15][C:16]([OH:18])=[O:17])=[CH:6][CH:5]=1. (5) Given the reactants [Li][CH2:2][CH2:3][CH2:4][CH3:5].[CH3:6][O:7][C:8]1[C:9](=O)[C:10](=[O:14])[C:11]=1[O:12]C.FC(F)(F)C(OC(=O)C(F)(F)F)=O.[NH4+].[Cl-], predict the reaction product. The product is: [CH2:2]([C:9]1[C:10](=[O:14])[C:11](=[O:12])[C:8]=1[O:7][CH3:6])[CH2:3][CH2:4][CH3:5].